Dataset: Forward reaction prediction with 1.9M reactions from USPTO patents (1976-2016). Task: Predict the product of the given reaction. (1) The product is: [CH3:23][O:22][C:12]1[C:10]2[N:11]=[C:7]([C:5]3[NH:4][CH:3]=[C:2]([C:24]4[S:25][CH:26]=[CH:27][CH:28]=4)[N:36]=3)[S:8][C:9]=2[C:15]([N:16]2[CH2:21][CH2:20][O:19][CH2:18][CH2:17]2)=[CH:14][CH:13]=1. Given the reactants O=[C:2]([C:24]1[S:25][CH:26]=[CH:27][CH:28]=1)[CH2:3][NH:4][C:5]([C:7]1[S:8][C:9]2[C:15]([N:16]3[CH2:21][CH2:20][O:19][CH2:18][CH2:17]3)=[CH:14][CH:13]=[C:12]([O:22][CH3:23])[C:10]=2[N:11]=1)=O.FC(F)(F)C([O-])=O.[NH4+:36], predict the reaction product. (2) Given the reactants C1(P(C2C=CC=CC=2)C2C=CC=CC=2)C=CC=CC=1.[OH:20][CH2:21][CH2:22][NH:23][C:24](=[O:30])[O:25][C:26]([CH3:29])([CH3:28])[CH3:27].[CH:31]1[C:43]2[CH:42]([CH2:44][O:45][C:46]([NH:48][C@H:49]([C:54]3[CH:59]=[CH:58][C:57](O)=[CH:56][CH:55]=3)[C:50]([O:52][CH3:53])=[O:51])=[O:47])[C:41]3[C:36](=[CH:37][CH:38]=[CH:39][CH:40]=3)[C:35]=2[CH:34]=[CH:33][CH:32]=1.N(C(OCC)=O)=NC(OCC)=O, predict the reaction product. The product is: [C:26]([O:25][C:24]([NH:23][CH2:22][CH2:21][O:20][C:57]1[CH:58]=[CH:59][C:54]([C@@H:49]([NH:48][C:46]([O:45][CH2:44][CH:42]2[C:43]3[CH:31]=[CH:32][CH:33]=[CH:34][C:35]=3[C:36]3[C:41]2=[CH:40][CH:39]=[CH:38][CH:37]=3)=[O:47])[C:50]([O:52][CH3:53])=[O:51])=[CH:55][CH:56]=1)=[O:30])([CH3:27])([CH3:29])[CH3:28]. (3) Given the reactants [CH3:1][O:2][C:3](=[O:29])[C:4]1[CH:9]=[CH:8][C:7]([Cl:10])=[CH:6][C:5]=1[N:11]([S:19]([C:22]1[CH:27]=[CH:26][C:25]([OH:28])=[CH:24][CH:23]=1)(=[O:21])=[O:20])[C:12]([O:14][C:15]([CH3:18])([CH3:17])[CH3:16])=[O:13].[CH3:30][C:31]1[O:35][C:34]([C:36]2[CH:41]=[CH:40][CH:39]=[CH:38][CH:37]=2)=[N:33][C:32]=1[CH2:42][CH2:43]OS(C)(=O)=O.C(=O)([O-])[O-].[Cs+].[Cs+], predict the reaction product. The product is: [CH3:1][O:2][C:3](=[O:29])[C:4]1[CH:9]=[CH:8][C:7]([Cl:10])=[CH:6][C:5]=1[N:11]([S:19]([C:22]1[CH:23]=[CH:24][C:25]([O:28][CH2:43][CH2:42][C:32]2[N:33]=[C:34]([C:36]3[CH:41]=[CH:40][CH:39]=[CH:38][CH:37]=3)[O:35][C:31]=2[CH3:30])=[CH:26][CH:27]=1)(=[O:21])=[O:20])[C:12]([O:14][C:15]([CH3:18])([CH3:16])[CH3:17])=[O:13]. (4) Given the reactants Cl.[NH2:2][C:3]1[CH:11]=[CH:10][CH:9]=[C:5]([C:6]([OH:8])=O)[C:4]=1[C:12]([OH:14])=O.Cl.N[CH:17]1[CH2:23][C:22](=[O:24])[NH:21][C:19](=[O:20])[CH2:18]1.C(O)(=O)C.C([N:31](CC)CC)C.NC1C=CC=C(C(O)=O)C=1C(O)=O, predict the reaction product. The product is: [NH2:2][C:3]1[CH:11]=[CH:10][CH:9]=[C:5]2[C:4]=1[C:12](=[O:14])[N:31]([CH:23]1[CH2:17][CH2:18][C:19](=[O:20])[NH:21][C:22]1=[O:24])[C:6]2=[O:8]. (5) Given the reactants FC(F)(F)C(O)=O.[CH2:8]([O:10][C:11]([C:13]1[C:22](=[O:23])[C:21]2[C:16](=[C:17]([CH2:38][OH:39])[C:18]([NH:25][C@H:26]([CH2:36]O)[CH2:27][CH2:28][C:29]([O:31]C(C)(C)C)=[O:30])=[C:19]([F:24])[CH:20]=2)[N:15]([CH:40]2[CH2:42][CH2:41]2)[CH:14]=1)=[O:12])[CH3:9], predict the reaction product. The product is: [CH:40]1([N:15]2[C:16]3[C:21](=[CH:20][C:19]([F:24])=[C:18]4[NH:25][C@@H:26]([CH2:27][CH2:28][C:29]([OH:31])=[O:30])[CH2:36][O:39][CH2:38][C:17]4=3)[C:22](=[O:23])[C:13]([C:11]([O:10][CH2:8][CH3:9])=[O:12])=[CH:14]2)[CH2:42][CH2:41]1. (6) Given the reactants O1[C:5]2([CH2:10][CH2:9][CH:8]([N:11]3[C:15]4=[N:16][CH:17]=[N:18][C:19]([NH2:20])=[C:14]4[C:13]([C:21]4[CH:26]=[CH:25][C:24]([O:27][C:28]5[CH:33]=[CH:32][CH:31]=[CH:30][CH:29]=5)=[CH:23][CH:22]=4)=[N:12]3)[CH2:7][CH2:6]2)[O:4]CC1.Cl, predict the reaction product. The product is: [NH2:20][C:19]1[N:18]=[CH:17][N:16]=[C:15]2[N:11]([CH:8]3[CH2:7][CH2:6][C:5](=[O:4])[CH2:10][CH2:9]3)[N:12]=[C:13]([C:21]3[CH:22]=[CH:23][C:24]([O:27][C:28]4[CH:33]=[CH:32][CH:31]=[CH:30][CH:29]=4)=[CH:25][CH:26]=3)[C:14]=12. (7) Given the reactants F[P-](F)(F)(F)(F)F.N1(O[P+](N(C)C)(N(C)C)N(C)C)C2C=CC=CC=2N=N1.[Cl-].FC(F)(F)C(O)=O.[NH2:36][C:37]1[CH:38]=[C:39]2[C:43](=[CH:44][CH:45]=1)[NH:42][C:41]([C:46]([NH:48][CH2:49][C:50]1[CH:55]=[CH:54][C:53]([Cl:56])=[C:52]([O:57][C:58]3[CH:63]=[C:62]([C:64]#[N:65])[CH:61]=[C:60]([Cl:66])[CH:59]=3)[C:51]=1[F:67])=[O:47])=[CH:40]2.[CH3:68][C:69]([O:72][C:73]([N:75]1[CH2:80][CH2:79][CH2:78][CH2:77][C@H:76]1[C:81](O)=[O:82])=[O:74])([CH3:71])[CH3:70].C(N(C(C)C)CC)(C)C, predict the reaction product. The product is: [Cl:56][C:53]1[CH:54]=[CH:55][C:50]([CH2:49][NH:48][C:46]([C:41]2[NH:42][C:43]3[C:39]([CH:40]=2)=[CH:38][C:37]([NH:36][C:81]([C@@H:76]2[CH2:77][CH2:78][CH2:79][CH2:80][N:75]2[C:73]([O:72][C:69]([CH3:71])([CH3:70])[CH3:68])=[O:74])=[O:82])=[CH:45][CH:44]=3)=[O:47])=[C:51]([F:67])[C:52]=1[O:57][C:58]1[CH:63]=[C:62]([C:64]#[N:65])[CH:61]=[C:60]([Cl:66])[CH:59]=1.